This data is from CYP2C9 inhibition data for predicting drug metabolism from PubChem BioAssay. The task is: Regression/Classification. Given a drug SMILES string, predict its absorption, distribution, metabolism, or excretion properties. Task type varies by dataset: regression for continuous measurements (e.g., permeability, clearance, half-life) or binary classification for categorical outcomes (e.g., BBB penetration, CYP inhibition). Dataset: cyp2c9_veith. (1) The drug is Cc1cc(N)c2cc(NC(=O)Nc3ccc4nc(C)cc(N)c4c3)ccc2n1. The result is 0 (non-inhibitor). (2) The compound is CCCCCCCCCCCCCC(=O)O[C@H](CC(=O)O)C[N+](C)(C)C. The result is 0 (non-inhibitor).